This data is from Catalyst prediction with 721,799 reactions and 888 catalyst types from USPTO. The task is: Predict which catalyst facilitates the given reaction. Reactant: Br[CH2:2][C:3]([C:5]1[C:6]([CH3:11])=[N:7][O:8][C:9]=1[CH3:10])=[O:4].[OH:12][C:13]1[CH:18]=[CH:17][C:16]([CH2:19][C:20]([O:22][CH3:23])=[O:21])=[CH:15][CH:14]=1.C(=O)([O-])[O-].[K+].[K+]. Product: [CH3:11][C:6]1[C:5]([C:3](=[O:4])[CH2:2][O:12][C:13]2[CH:14]=[CH:15][C:16]([CH2:19][C:20]([O:22][CH3:23])=[O:21])=[CH:17][CH:18]=2)=[C:9]([CH3:10])[O:8][N:7]=1. The catalyst class is: 10.